Dataset: Full USPTO retrosynthesis dataset with 1.9M reactions from patents (1976-2016). Task: Predict the reactants needed to synthesize the given product. (1) Given the product [OH:19][CH:25]([CH:23]([OH:27])[C:26]1[CH:5]=[CH:4][C:3]([O:2][CH3:1])=[CH:8][CH:7]=1)[C:46]([O:49][CH3:50])=[O:48], predict the reactants needed to synthesize it. The reactants are: [CH3:1][O:2][C:3]1[CH:8]=[CH:7]C(/C=C/C(OC)=O)=[CH:5][CH:4]=1.C[N+]1([O-])CC[O:19]CC1.[C:23]([OH:27])([CH3:26])([CH3:25])C.C1C(O)=C(O)C(S([O-])(=O)=O)=CC=1S([O-])(=O)=O.[Na+].[Na+].[C:46]([O:49][CH2:50]C)(=[O:48])C. (2) Given the product [CH3:17][C:16]([CH3:19])([CH3:18])[C:15]([C:5]1[S:6][C:7]2[CH:12]=[CH:11][C:10]([O:13][CH3:14])=[CH:9][C:8]=2[C:4]=1[CH2:3][C:2](=[O:1])[C:21]([CH3:22])([CH3:23])[CH3:24])=[O:20], predict the reactants needed to synthesize it. The reactants are: [OH:1][CH:2]([C:21]([CH3:24])([CH3:23])[CH3:22])[CH2:3][C:4]1[C:8]2[CH:9]=[C:10]([O:13][CH3:14])[CH:11]=[CH:12][C:7]=2[S:6][C:5]=1[C:15](=[O:20])[C:16]([CH3:19])([CH3:18])[CH3:17]. (3) Given the product [CH2:1]([O:8][C:9]1[CH:10]=[C:11]([S:15][C:16]2[CH:21]=[CH:20][C:19]([CH2:22][CH2:23][CH2:24][C:25]([C:26]([O:28][CH2:29][CH3:30])=[O:27])([CH3:31])[C:32]([OH:34])=[O:33])=[C:18]([Cl:37])[CH:17]=2)[CH:12]=[CH:13][CH:14]=1)[C:2]1[CH:3]=[CH:4][CH:5]=[CH:6][CH:7]=1, predict the reactants needed to synthesize it. The reactants are: [CH2:1]([O:8][C:9]1[CH:10]=[C:11]([S:15][C:16]2[CH:21]=[CH:20][C:19]([CH2:22][CH2:23][CH2:24][C:25]([C:32]([O:34]CC)=[O:33])([CH3:31])[C:26]([O:28][CH2:29][CH3:30])=[O:27])=[C:18]([Cl:37])[CH:17]=2)[CH:12]=[CH:13][CH:14]=1)[C:2]1[CH:7]=[CH:6][CH:5]=[CH:4][CH:3]=1.[OH-].[K+].Cl. (4) The reactants are: [CH3:1][C:2]1[CH:7]=[CH:6][N:5]=[C:4]([CH:8]=O)[CH:3]=1.[CH2:10]([NH2:12])[CH3:11]. Given the product [CH2:10]([NH:12][CH2:8][C:4]1[CH:3]=[C:2]([CH3:1])[CH:7]=[CH:6][N:5]=1)[CH3:11], predict the reactants needed to synthesize it.